Dataset: Reaction yield outcomes from USPTO patents with 853,638 reactions. Task: Predict the reaction yield, written as a fraction of the theoretical maximum amount of product (1.0 means a 100% yield; for example, 0.34 means a 34% yield). (1) The reactants are Br[C:2]1[C:3]([OH:25])=[CH:4][CH:5]=[C:6]2[C:10]=1[N:9]([CH2:11][CH:12]([NH:14][C:15](=[O:24])[O:16][CH2:17][C:18]1[CH:23]=[CH:22][CH:21]=[CH:20][CH:19]=1)[CH3:13])[N:8]=[CH:7]2.[CH3:26][NH:27][CH2:28][CH2:29][OH:30]. The catalyst is [Cl-].[NH4+]. The product is [OH:25][C:3]1[C:2]([N:27]([CH2:28][CH2:29][OH:30])[CH3:26])=[C:10]2[C:6]([CH:7]=[N:8][N:9]2[CH2:11][C@@H:12]([NH:14][C:15](=[O:24])[O:16][CH2:17][C:18]2[CH:23]=[CH:22][CH:21]=[CH:20][CH:19]=2)[CH3:13])=[CH:5][CH:4]=1. The yield is 0.680. (2) The reactants are [H-].[Na+].CCCCCC.[F:9][C:10]([F:18])=[CH:11][CH:12]1[CH2:16][NH:15][C:14](=[O:17])[CH2:13]1.Br[CH2:20][C:21]1[N:25]2[N:26]=[C:27]([Cl:30])[CH:28]=[CH:29][C:24]2=[N:23][C:22]=1[C:31]([F:34])([F:33])[F:32]. The catalyst is C1COCC1.O. The product is [Cl:30][C:27]1[CH:28]=[CH:29][C:24]2[N:25]([C:21]([CH2:20][N:15]3[CH2:16][CH:12]([CH:11]=[C:10]([F:18])[F:9])[CH2:13][C:14]3=[O:17])=[C:22]([C:31]([F:34])([F:33])[F:32])[N:23]=2)[N:26]=1. The yield is 0.720. (3) The yield is 0.960. The product is [OH:1][CH:2]([CH:13]1[CH2:14][CH2:15][NH:16][CH2:17][CH2:18]1)[C:3]1[CH:8]=[CH:7][CH:6]=[C:5]([O:9][CH3:10])[C:4]=1[O:11][CH3:12]. The reactants are [OH:1][CH:2]([C:13]1[CH:18]=[CH:17][N:16]=[CH:15][CH:14]=1)[C:3]1[CH:8]=[CH:7][CH:6]=[C:5]([O:9][CH3:10])[C:4]=1[O:11][CH3:12].C1(C)C=CC=CC=1.CO.[H][H]. The catalyst is [Rh].C(O)(=O)C.